Dataset: Catalyst prediction with 721,799 reactions and 888 catalyst types from USPTO. Task: Predict which catalyst facilitates the given reaction. (1) Reactant: [Br:1][C:2]1[N:7]2[CH:8]=[CH:9][N:10]=[C:6]2[C:5]([NH:11][C:12]2[CH:20]=[CH:19][C:15]([C:16]([OH:18])=O)=[CH:14][CH:13]=2)=[N:4][CH:3]=1.[CH2:21]([N:23]([CH2:27][CH3:28])[CH2:24][CH2:25][NH2:26])[CH3:22].CCN(C(C)C)C(C)C.F[P-](F)(F)(F)(F)F.N1(OC(N(C)C)=[N+](C)C)C2N=CC=CC=2N=N1. Product: [Br:1][C:2]1[N:7]2[CH:8]=[CH:9][N:10]=[C:6]2[C:5]([NH:11][C:12]2[CH:13]=[CH:14][C:15]([C:16]([NH:26][CH2:25][CH2:24][N:23]([CH2:27][CH3:28])[CH2:21][CH3:22])=[O:18])=[CH:19][CH:20]=2)=[N:4][CH:3]=1. The catalyst class is: 3. (2) Reactant: [NH:1]1[CH:5]=[C:4]([C:6]2[CH:11]=[C:10]([O:12][C:13]3[CH:22]=[C:21]4[C:16]([CH2:17][CH2:18][CH:19]([C:23]([NH:25][C:26]5[CH:27]=[C:28]([CH:38]=[C:39]([C:41]([F:44])([F:43])[F:42])[CH:40]=5)[CH2:29][NH:30]C(=O)OC(C)(C)C)=[O:24])[CH2:20]4)=[CH:15][CH:14]=3)[CH:9]=[CH:8][N:7]=2)[CH:3]=[N:2]1.Cl. Product: [NH2:30][CH2:29][C:28]1[CH:27]=[C:26]([NH:25][C:23]([CH:19]2[CH2:18][CH2:17][C:16]3[C:21](=[CH:22][C:13]([O:12][C:10]4[CH:9]=[CH:8][N:7]=[C:6]([C:4]5[CH:3]=[N:2][NH:1][CH:5]=5)[CH:11]=4)=[CH:14][CH:15]=3)[CH2:20]2)=[O:24])[CH:40]=[C:39]([C:41]([F:44])([F:43])[F:42])[CH:38]=1. The catalyst class is: 12. (3) Reactant: [OH-].[Na+].[Cl:3][C:4]1[CH:5]=[C:6]([CH:11]2[CH:17]([CH2:18][O:19][CH2:20][C:21]([O:23]CC)=[O:22])[O:16][CH2:15][CH2:14][N:13]([C:26]([O:28][C:29]([CH3:32])([CH3:31])[CH3:30])=[O:27])[CH2:12]2)[CH:7]=[CH:8][C:9]=1[Cl:10].O. Product: [C:29]([O:28][C:26]([N:13]1[CH2:12][CH:11]([C:6]2[CH:7]=[CH:8][C:9]([Cl:10])=[C:4]([Cl:3])[CH:5]=2)[CH:17]([CH2:18][O:19][CH2:20][C:21]([OH:23])=[O:22])[O:16][CH2:15][CH2:14]1)=[O:27])([CH3:32])([CH3:30])[CH3:31]. The catalyst class is: 8. (4) Reactant: [Br:1][C:2]1[CH:9]=[CH:8][C:5]([CH:6]=[O:7])=[C:4]([CH3:10])[CH:3]=1.[H-].C([Al+]CC(C)C)C(C)C.[Cl-].[NH4+]. Product: [Br:1][C:2]1[CH:9]=[CH:8][C:5]([CH2:6][OH:7])=[C:4]([CH3:10])[CH:3]=1. The catalyst class is: 1. (5) Reactant: [Cl:1][C:2]1[CH:7]=[CH:6][CH:5]=[CH:4][C:3]=1[OH:8].C(=O)([O-])[O-].[K+].[K+].Cl[C:16]1[N:28]=[C:27]([C:29]2[CH:34]=[CH:33][CH:32]=[C:31]([O:35][CH3:36])[C:30]=2[F:37])[CH:26]=[C:25]([C:38]([F:41])([F:40])[F:39])[C:17]=1[C:18]([O:20][C:21]([CH3:24])([CH3:23])[CH3:22])=[O:19]. Product: [Cl:1][C:2]1[CH:7]=[CH:6][CH:5]=[CH:4][C:3]=1[O:8][C:16]1[N:28]=[C:27]([C:29]2[CH:34]=[CH:33][CH:32]=[C:31]([O:35][CH3:36])[C:30]=2[F:37])[CH:26]=[C:25]([C:38]([F:40])([F:41])[F:39])[C:17]=1[C:18]([O:20][C:21]([CH3:23])([CH3:24])[CH3:22])=[O:19]. The catalyst class is: 3. (6) Reactant: [Li+].C[Si]([N-][Si](C)(C)C)(C)C.[C:11](#[N:13])[CH3:12].[O:14]1[CH2:19][CH2:18][CH:17]([C:20](OC)=[O:21])[CH2:16][CH2:15]1.Cl. Product: [O:21]=[C:20]([CH:17]1[CH2:18][CH2:19][O:14][CH2:15][CH2:16]1)[CH2:12][C:11]#[N:13]. The catalyst class is: 1.